From a dataset of Forward reaction prediction with 1.9M reactions from USPTO patents (1976-2016). Predict the product of the given reaction. (1) Given the reactants [Cl:1][C:2]1[N:7]=[CH:6][C:5]([OH:8])=[C:4]([CH3:9])[CH:3]=1.C(=O)([O-])[O-].[Cs+].[Cs+].[F:16][CH:17]([F:23])[C:18]([F:22])([F:21])[CH2:19]I.O, predict the reaction product. The product is: [Cl:1][C:2]1[CH:3]=[C:4]([CH3:9])[C:5]([O:8][CH2:19][C:18]([F:22])([F:21])[CH:17]([F:23])[F:16])=[CH:6][N:7]=1. (2) The product is: [F:8][C:6]1[CH:5]=[C:4]([C:9]2[N:13]=[C:12]([CH3:14])[N:11]([CH2:18][CH2:19][C:20]([NH:23][C:24](=[O:30])[O:25][C:26]([CH3:29])([CH3:28])[CH3:27])([CH3:22])[CH3:21])[N:10]=2)[CH:3]=[C:2]([F:1])[CH:7]=1. Given the reactants [F:1][C:2]1[CH:3]=[C:4]([C:9]2[N:13]=[C:12]([CH3:14])[NH:11][N:10]=2)[CH:5]=[C:6]([F:8])[CH:7]=1.[H-].[Na+].Cl[CH2:18][CH2:19][C:20]([NH:23][C:24](=[O:30])[O:25][C:26]([CH3:29])([CH3:28])[CH3:27])([CH3:22])[CH3:21], predict the reaction product. (3) Given the reactants [CH2:1]([O:4][C:5]([NH:7][C:8]1[CH:13]=[CH:12][C:11]([C:14]2[O:15][C:16]3[C:24]([F:25])=[C:23]([CH2:26][O:27][C:28]([O:30][CH2:31][CH:32]=[CH2:33])=[O:29])[C:22]([F:34])=[C:21]([NH:35][C:36](=[O:39])[CH2:37]Cl)[C:17]=3[C:18](=[O:20])[CH:19]=2)=[CH:10][C:9]=1[F:40])=[O:6])[CH:2]=[CH2:3].Cl.[CH3:42][NH:43][CH3:44].C(N(C(C)C)CC)(C)C.O, predict the reaction product. The product is: [CH2:1]([O:4][C:5]([NH:7][C:8]1[CH:13]=[CH:12][C:11]([C:14]2[O:15][C:16]3[C:24]([F:25])=[C:23]([CH2:26][O:27][C:28]([O:30][CH2:31][CH:32]=[CH2:33])=[O:29])[C:22]([F:34])=[C:21]([NH:35][C:36](=[O:39])[CH2:37][N:43]([CH3:44])[CH3:42])[C:17]=3[C:18](=[O:20])[CH:19]=2)=[CH:10][C:9]=1[F:40])=[O:6])[CH:2]=[CH2:3].